From a dataset of Forward reaction prediction with 1.9M reactions from USPTO patents (1976-2016). Predict the product of the given reaction. (1) Given the reactants [C:1]([O:5][CH:6]([C:11]1[C:12]([C:21]2[CH:22]=[C:23]3[C:28](=[CH:29][CH:30]=2)[O:27][CH2:26][CH2:25][CH2:24]3)=[C:13]2[CH:20]=[CH:19][NH:18][C:14]2=[N:15][C:16]=1[CH3:17])[C:7]([O:9]C)=[O:8])([CH3:4])([CH3:3])[CH3:2].[F:31][C:32]1[C:39]([F:40])=[CH:38][CH:37]=[CH:36][C:33]=1[CH2:34]Br, predict the reaction product. The product is: [C:1]([O:5][CH:6]([C:11]1[C:12]([C:21]2[CH:22]=[C:23]3[C:28](=[CH:29][CH:30]=2)[O:27][CH2:26][CH2:25][CH2:24]3)=[C:13]2[CH:20]=[CH:19][N:18]([CH2:34][C:33]3[CH:36]=[CH:37][CH:38]=[C:39]([F:40])[C:32]=3[F:31])[C:14]2=[N:15][C:16]=1[CH3:17])[C:7]([OH:9])=[O:8])([CH3:4])([CH3:3])[CH3:2]. (2) Given the reactants [Br:1][C:2]1[CH:7]=[CH:6][C:5]([OH:8])=[CH:4][C:3]=1[C:9]#[N:10].C([O-])([O-])=O.[K+].[K+].[CH2:17](Br)[C:18]1[CH:23]=[CH:22][CH:21]=[CH:20][CH:19]=1, predict the reaction product. The product is: [CH2:17]([O:8][C:5]1[CH:6]=[CH:7][C:2]([Br:1])=[C:3]([CH:4]=1)[C:9]#[N:10])[C:18]1[CH:23]=[CH:22][CH:21]=[CH:20][CH:19]=1. (3) Given the reactants [Br:1][CH2:2][CH2:3][CH2:4][O:5][C:6]1[CH:39]=[CH:38][C:9]([CH2:10][NH:11][C:12]2[N:17]=[C:16]([NH:18][C:19]3[CH:31]=[CH:30][C:22]([C:23]([O:25]C(C)(C)C)=[O:24])=[CH:21][CH:20]=3)[CH:15]=[C:14]([O:32][CH2:33][C:34]([F:37])([F:36])[F:35])[N:13]=2)=[CH:8][CH:7]=1.Cl, predict the reaction product. The product is: [Br:1][CH2:2][CH2:3][CH2:4][O:5][C:6]1[CH:7]=[CH:8][C:9]([CH2:10][NH:11][C:12]2[N:17]=[C:16]([NH:18][C:19]3[CH:31]=[CH:30][C:22]([C:23]([OH:25])=[O:24])=[CH:21][CH:20]=3)[CH:15]=[C:14]([O:32][CH2:33][C:34]([F:37])([F:36])[F:35])[N:13]=2)=[CH:38][CH:39]=1. (4) Given the reactants [F:1][C:2]1([F:38])[O:6][C:5]2[CH:7]=[CH:8][C:9]([C:11]3([C:14]([NH:16][C@H:17]4[C:26]5[C:21](=[CH:22][C:23]([OH:27])=[CH:24][CH:25]=5)[O:20][C@@H:19]([C:28]5[CH:29]=[C:30]([CH:35]=[CH:36][CH:37]=5)[C:31]([O:33][CH3:34])=[O:32])[CH2:18]4)=[O:15])[CH2:13][CH2:12]3)=[CH:10][C:4]=2[O:3]1.[CH3:39][O:40][CH2:41][CH2:42]O.C1(P(C2C=CC=CC=2)C2C=CC=CC=2)C=CC=CC=1.N(C(OC(C)(C)C)=O)=NC(OC(C)(C)C)=O, predict the reaction product. The product is: [F:38][C:2]1([F:1])[O:6][C:5]2[CH:7]=[CH:8][C:9]([C:11]3([C:14]([NH:16][C@H:17]4[C:26]5[C:21](=[CH:22][C:23]([O:27][CH2:42][CH2:41][O:40][CH3:39])=[CH:24][CH:25]=5)[O:20][C@@H:19]([C:28]5[CH:29]=[C:30]([CH:35]=[CH:36][CH:37]=5)[C:31]([O:33][CH3:34])=[O:32])[CH2:18]4)=[O:15])[CH2:13][CH2:12]3)=[CH:10][C:4]=2[O:3]1. (5) The product is: [F:49][CH2:47][CH2:48][CH2:25][CH2:26][CH2:27][CH2:28][C@@H:23]1[CH2:24][N:20]2[C:19]3[CH:14]=[CH:15][C:16]([C:51]#[N:52])=[CH:17][C:18]=3[O:31][C:21]2=[N:22]1. Given the reactants CC1C=CC(S(OCC[CH2:14][CH2:15][CH2:16][CH2:17][C@H:18]2[O:31][C:21]3=[N:22][C:23]4[CH:28]=[C:27](C#N)[CH:26]=[CH:25][C:24]=4[N:20]3[CH2:19]2)(=O)=O)=CC=1.CCCC[N+](CC[CH2:47][CH3:48])(CCCC)CCCC.[F-:49].C[C:51]#[N:52], predict the reaction product. (6) Given the reactants [NH2:1][CH:2]([C:31]1[CH:36]=[CH:35][CH:34]=[CH:33][C:32]=1[O:37][CH:38]([F:40])[F:39])[C:3]1[N:7]2[CH:8]=[C:9]([C:12]3[CH:13]=[N:14][C:15]([N:18]4[CH2:23][CH2:22][C:21]([CH3:29])([C:24]([O:26]CC)=[O:25])[CH2:20][CH2:19]4)=[N:16][CH:17]=3)[CH:10]=[CH:11][C:6]2=[N:5][C:4]=1[CH3:30].[OH-].[Na+:42], predict the reaction product. The product is: [NH2:1][CH:2]([C:31]1[CH:36]=[CH:35][CH:34]=[CH:33][C:32]=1[O:37][CH:38]([F:39])[F:40])[C:3]1[N:7]2[CH:8]=[C:9]([C:12]3[CH:13]=[N:14][C:15]([N:18]4[CH2:19][CH2:20][C:21]([CH3:29])([C:24]([O-:26])=[O:25])[CH2:22][CH2:23]4)=[N:16][CH:17]=3)[CH:10]=[CH:11][C:6]2=[N:5][C:4]=1[CH3:30].[Na+:42]. (7) Given the reactants Cl.Cl.Cl.[O:4]1[C:8]2[CH:9]=[CH:10][CH:11]=[C:12]([N:13]3[CH2:18][CH2:17][N:16]([CH2:19][CH2:20][C@H:21]4[CH2:26][CH2:25][C@H:24]([NH2:27])[CH2:23][CH2:22]4)[CH2:15][CH2:14]3)[C:7]=2[O:6][CH2:5]1.[CH3:28][S:29]([CH2:32][C:33](O)=[O:34])(=[O:31])=[O:30], predict the reaction product. The product is: [O:4]1[C:8]2[CH:9]=[CH:10][CH:11]=[C:12]([N:13]3[CH2:18][CH2:17][N:16]([CH2:19][CH2:20][C@H:21]4[CH2:26][CH2:25][C@H:24]([NH:27][C:33](=[O:34])[CH2:32][S:29]([CH3:28])(=[O:31])=[O:30])[CH2:23][CH2:22]4)[CH2:15][CH2:14]3)[C:7]=2[O:6][CH2:5]1. (8) Given the reactants C[O:2][C:3]([C:5]1[C:10]([NH2:11])=[N:9][C:8]([C:12]([F:15])([F:14])[CH3:13])=[C:7]([Cl:16])[N:6]=1)=[O:4].[Li+].[OH-].Cl, predict the reaction product. The product is: [NH2:11][C:10]1[C:5]([C:3]([OH:4])=[O:2])=[N:6][C:7]([Cl:16])=[C:8]([C:12]([F:14])([F:15])[CH3:13])[N:9]=1. (9) The product is: [CH3:30][N:29]([CH3:31])[CH2:28][CH2:27][N:1]1[CH2:7][CH2:6][CH2:5][C@H:4]([NH:8][C:9](=[O:15])[O:10][C:11]([CH3:12])([CH3:14])[CH3:13])[CH2:3][CH2:2]1. Given the reactants [NH:1]1[CH2:7][CH2:6][CH2:5][C@H:4]([NH:8][C:9](=[O:15])[O:10][C:11]([CH3:14])([CH3:13])[CH3:12])[CH2:3][CH2:2]1.CC1C=CC(S(O[CH2:27][CH2:28][N:29]([CH3:31])[CH3:30])(=O)=O)=CC=1.CCN(C(C)C)C(C)C, predict the reaction product.